Task: Predict the product of the given reaction.. Dataset: Forward reaction prediction with 1.9M reactions from USPTO patents (1976-2016) (1) The product is: [NH2:14][C@H:10]([CH2:11][O:12][CH3:13])[C:9]([NH:8][CH2:1][C:2]1[CH:7]=[CH:6][CH:5]=[CH:4][CH:3]=1)=[O:22]. Given the reactants [CH2:1]([NH:8][C:9](=[O:22])[C@H:10]([NH:14]C(=O)OC(C)(C)C)[CH2:11][O:12][CH3:13])[C:2]1[CH:7]=[CH:6][CH:5]=[CH:4][CH:3]=1.C([NH-])C1C=CC=CC=1.Cl, predict the reaction product. (2) Given the reactants [CH2:1]([O:3][C:4](=[O:16])[CH:5]([C:7]1[CH:12]=[CH:11][C:10]([S:13][CH3:14])=[C:9]([Cl:15])[CH:8]=1)[OH:6])[CH3:2].[C:17](OC(=O)C)(=[O:19])[CH3:18], predict the reaction product. The product is: [CH2:1]([O:3][C:4](=[O:16])[CH:5]([O:6][C:17](=[O:19])[CH3:18])[C:7]1[CH:12]=[CH:11][C:10]([S:13][CH3:14])=[C:9]([Cl:15])[CH:8]=1)[CH3:2].